This data is from Catalyst prediction with 721,799 reactions and 888 catalyst types from USPTO. The task is: Predict which catalyst facilitates the given reaction. (1) The catalyst class is: 7. Reactant: [Br:1][C:2]1[CH:7]=[CH:6][CH:5]=[CH:4][C:3]=1[CH2:8][CH2:9][C:10]([C:12]1[CH:17]=[CH:16][CH:15]=[C:14]([CH:18]2[O:22][CH2:21][CH2:20][O:19]2)[CH:13]=1)=[O:11].CB1N2CCC[C@@H]2C(C2C=CC=CC=2)(C2C=CC=CC=2)O1.S(C)C. Product: [Br:1][C:2]1[CH:7]=[CH:6][CH:5]=[CH:4][C:3]=1[CH2:8][CH2:9][C@@H:10]([C:12]1[CH:17]=[CH:16][CH:15]=[C:14]([CH:18]2[O:19][CH2:20][CH2:21][O:22]2)[CH:13]=1)[OH:11]. (2) Reactant: [CH3:1][O:2][C:3]([C:5]1[S:6][C:7]([C:22]2[CH2:27][CH2:26][CH2:25][CH2:24][CH:23]=2)=[CH:8][C:9]=1[NH:10][CH:11]1[CH2:16][CH2:15][CH:14]([N:17]2[CH:21]=[N:20][CH:19]=[N:18]2)[CH2:13][CH2:12]1)=[O:4].[CH3:28][C@H:29]1[CH2:34][CH2:33][C@H:32]([C:35](Cl)=[O:36])[CH2:31][CH2:30]1.C1(C)C=CC=CC=1.N1C=CC=CC=1. Product: [CH3:1][O:2][C:3]([C:5]1[S:6][C:7]([C:22]2[CH2:27][CH2:26][CH2:25][CH2:24][CH:23]=2)=[CH:8][C:9]=1[N:10]([C:35]([C@H:32]1[CH2:33][CH2:34][C@H:29]([CH3:28])[CH2:30][CH2:31]1)=[O:36])[CH:11]1[CH2:16][CH2:15][CH:14]([N:17]2[CH:21]=[N:20][CH:19]=[N:18]2)[CH2:13][CH2:12]1)=[O:4]. The catalyst class is: 25.